Regression. Given two drug SMILES strings and cell line genomic features, predict the synergy score measuring deviation from expected non-interaction effect. From a dataset of NCI-60 drug combinations with 297,098 pairs across 59 cell lines. Drug 1: C1CN1P(=S)(N2CC2)N3CC3. Drug 2: CCN(CC)CCCC(C)NC1=C2C=C(C=CC2=NC3=C1C=CC(=C3)Cl)OC. Cell line: ACHN. Synergy scores: CSS=32.7, Synergy_ZIP=-8.11, Synergy_Bliss=-3.53, Synergy_Loewe=-4.78, Synergy_HSA=-1.37.